Dataset: Forward reaction prediction with 1.9M reactions from USPTO patents (1976-2016). Task: Predict the product of the given reaction. (1) Given the reactants Br[C:2]1[CH:3]=[CH:4][C:5]([F:19])=[C:6]([C@:8]2([CH3:18])[CH2:13][N:12]3[CH:14]=[CH:15][N:16]=[C:11]3[C:10]([NH2:17])=[N:9]2)[CH:7]=1.C1(P(C2C=CC=CC=2)C2C=CC3C(=CC=CC=3)C=2C2C3C(=CC=CC=3)C=CC=2P(C2C=CC=CC=2)C2C=CC=CC=2)C=CC=CC=1.CC(C)([O-])C.[Na+].[C:72](=[NH:85])([C:79]1[CH:84]=[CH:83][CH:82]=[CH:81][CH:80]=1)[C:73]1[CH:78]=[CH:77][CH:76]=[CH:75][CH:74]=1, predict the reaction product. The product is: [C:72](=[N:85][C:2]1[CH:3]=[CH:4][C:5]([F:19])=[C:6]([C@:8]2([CH3:18])[CH2:13][N:12]3[CH:14]=[CH:15][N:16]=[C:11]3[C:10]([NH2:17])=[N:9]2)[CH:7]=1)([C:79]1[CH:80]=[CH:81][CH:82]=[CH:83][CH:84]=1)[C:73]1[CH:78]=[CH:77][CH:76]=[CH:75][CH:74]=1. (2) Given the reactants F[C:2]1[CH:11]=[CH:10][C:9]([N+:12]([O-:14])=[O:13])=[CH:8][C:3]=1[C:4]([O:6][CH3:7])=[O:5].[CH3:15][N:16]1[CH2:21][CH2:20][NH:19][CH2:18][CH2:17]1, predict the reaction product. The product is: [CH3:15][N:16]1[CH2:21][CH2:20][N:19]([C:2]2[CH:11]=[CH:10][C:9]([N+:12]([O-:14])=[O:13])=[CH:8][C:3]=2[C:4]([O:6][CH3:7])=[O:5])[CH2:18][CH2:17]1. (3) Given the reactants [CH3:1][CH:2](OS(C1C=CC(C)=CC=1)(=O)=O)[CH2:3][C:4]1[CH:9]=[CH:8][C:7]([C:10]2[CH:15]=[CH:14][N:13]=[C:12]([NH:16][CH:17]3[CH2:22][C:21]([CH3:24])([CH3:23])[NH:20][C:19]([CH3:26])([CH3:25])[CH2:18]3)[N:11]=2)=[CH:6][CH:5]=1.[N-:38]=[N+:39]=[N-:40].[Na+], predict the reaction product. The product is: [N:38]([CH:2]([CH3:1])[CH2:3][C:4]1[CH:9]=[CH:8][C:7]([C:10]2[CH:15]=[CH:14][N:13]=[C:12]([NH:16][CH:17]3[CH2:22][C:21]([CH3:23])([CH3:24])[NH:20][C:19]([CH3:25])([CH3:26])[CH2:18]3)[N:11]=2)=[CH:6][CH:5]=1)=[N+:39]=[N-:40]. (4) Given the reactants [F:1][CH2:2][CH2:3][N:4]1[C:12]2[C:7](=[CH:8][CH:9]=[CH:10][CH:11]=2)[CH2:6][C:5]1=[O:13].[N+:14]([O-])([O-:16])=[O:15].[Na+], predict the reaction product. The product is: [F:1][CH2:2][CH2:3][N:4]1[C:12]2[C:7](=[CH:8][C:9]([N+:14]([O-:16])=[O:15])=[CH:10][CH:11]=2)[CH2:6][C:5]1=[O:13]. (5) Given the reactants C1(P(C2C=CC=CC=2)C2C=CC=CC=2)C=CC=CC=1.[CH2:20]([O:27][C:28]([N:30]1[CH2:35][CH2:34][CH:33]([CH2:36][CH2:37]O)[CH2:32][CH2:31]1)=[O:29])[C:21]1[CH:26]=[CH:25][CH:24]=[CH:23][CH:22]=1.C(Br)(Br)(Br)[Br:40], predict the reaction product. The product is: [CH2:20]([O:27][C:28]([N:30]1[CH2:35][CH2:34][CH:33]([CH2:36][CH2:37][Br:40])[CH2:32][CH2:31]1)=[O:29])[C:21]1[CH:26]=[CH:25][CH:24]=[CH:23][CH:22]=1. (6) The product is: [NH2:41][C:32]1[C:31]2[N:30]=[CH:29][N:28]([CH2:27][CH2:26][NH:25][C:11](=[O:13])[CH2:10][CH2:9][CH2:8][CH2:7][CH:6]3[CH:21]4[CH:3]([NH:2][C:23](=[O:24])[NH:22]4)[CH2:4][S:5]3)[C:40]=2[C:39]2[CH:38]=[CH:37][CH:36]=[CH:35][C:34]=2[N:33]=1. Given the reactants O[N:2]1[C:23](=[O:24])[NH:22][C@H:21]2[C@@H:3]1[CH2:4][S:5][C@H:6]2[CH2:7][CH2:8][CH2:9][CH:10](N1C(=O)CCC1=O)[C:11](=[O:13])O.[NH2:25][CH2:26][CH2:27][N:28]1[C:40]2[C:39]3[CH:38]=[CH:37][CH:36]=[CH:35][C:34]=3[N:33]=[C:32]([NH2:41])[C:31]=2[N:30]=[CH:29]1, predict the reaction product. (7) Given the reactants [C:1]1([S:7]([N:10]2[C:14]3=[N:15][CH:16]=[C:17]([N+:27]([O-])=O)[C:18]([NH:19][C@H:20]4[CH2:25][CH2:24][C@H:23]([OH:26])[CH2:22][CH2:21]4)=[C:13]3[CH:12]=[CH:11]2)(=[O:9])=[O:8])[CH:6]=[CH:5][CH:4]=[CH:3][CH:2]=1.[Cl-].[NH4+], predict the reaction product. The product is: [NH2:27][C:17]1[C:18]([NH:19][C@H:20]2[CH2:21][CH2:22][C@H:23]([OH:26])[CH2:24][CH2:25]2)=[C:13]2[CH:12]=[CH:11][N:10]([S:7]([C:1]3[CH:2]=[CH:3][CH:4]=[CH:5][CH:6]=3)(=[O:9])=[O:8])[C:14]2=[N:15][CH:16]=1. (8) The product is: [CH2:21]([O:23][C:24](=[O:29])[CH2:25][NH:26][C:27]([C:5]1[C:6](=[O:12])[S:7][C:8]2[C:3]([C:4]=1[OH:13])=[C:2]([F:1])[CH:11]=[CH:10][CH:9]=2)=[O:28])[CH3:22]. Given the reactants [F:1][C:2]1[CH:11]=[CH:10][CH:9]=[C:8]2[C:3]=1[C:4]([OH:13])=[CH:5][C:6](=[O:12])[S:7]2.C(N(CC)CC)C.[CH2:21]([O:23][C:24](=[O:29])[CH2:25][N:26]=[C:27]=[O:28])[CH3:22], predict the reaction product. (9) Given the reactants Cl[S:2]([C:5]1[CH:14]=[CH:13][C:12]2[NH:11][C:10](=[O:15])[C:9]3[NH:16][CH:17]=[C:18]([C:19]([OH:21])=[O:20])[C:8]=3[C:7]=2[CH:6]=1)(=[O:4])=[O:3].C(N(CC)CC)C.[CH3:29][NH:30][CH2:31][C:32]#[CH:33].C(OS(OCCC)(=O)=O)CC, predict the reaction product. The product is: [CH3:29][N:30]([CH2:31][C:32]#[CH:33])[S:2]([C:5]1[CH:14]=[CH:13][C:12]2[NH:11][C:10](=[O:15])[C:9]3[NH:16][CH:17]=[CH:18][C:8]=3[C:7]=2[CH:6]=1)(=[O:3])=[O:4].[CH2:18]([C:19]([O-:21])=[O:20])[CH2:8][CH3:7].